Dataset: Full USPTO retrosynthesis dataset with 1.9M reactions from patents (1976-2016). Task: Predict the reactants needed to synthesize the given product. (1) Given the product [CH3:41][O:40][C:38](=[O:39])[CH:37]([O:25][C:24]([C:11]1[CH:12]=[N:13][C:14]2[C:19]([C:10]=1[NH:9][C:6]1[CH:7]=[CH:8][C:3]([O:2][CH3:1])=[CH:4][CH:5]=1)=[CH:18][C:17]([C:20](=[O:23])[NH:21][CH3:22])=[CH:16][CH:15]=2)=[O:26])[CH3:36], predict the reactants needed to synthesize it. The reactants are: [CH3:1][O:2][C:3]1[CH:8]=[CH:7][C:6]([NH:9][C:10]2[C:19]3[C:14](=[CH:15][CH:16]=[C:17]([C:20](=[O:23])[NH:21][CH3:22])[CH:18]=3)[N:13]=[CH:12][C:11]=2[C:24]([OH:26])=[O:25])=[CH:5][CH:4]=1.C(N(CC)C(C)C)(C)C.[CH3:36][CH:37](O)[C:38]([O:40][CH3:41])=[O:39]. (2) Given the product [Cl:1][C:2]1[N:3]=[C:4]([NH:12][C@H:13]([C:18]2[CH:19]=[CH:20][C:21]([F:24])=[CH:22][CH:23]=2)[C:14]([CH3:17])([OH:16])[CH3:15])[C:5]2[S:10][CH2:9][CH2:8][C:6]=2[N:7]=1, predict the reactants needed to synthesize it. The reactants are: [Cl:1][C:2]1[N:3]=[C:4](Cl)[C:5]2[S:10][CH2:9][CH2:8][C:6]=2[N:7]=1.[NH2:12][C@H:13]([C:18]1[CH:23]=[CH:22][C:21]([F:24])=[CH:20][CH:19]=1)[C:14]([CH3:17])([OH:16])[CH3:15].C(N(C(C)C)CC)(C)C.